From a dataset of Catalyst prediction with 721,799 reactions and 888 catalyst types from USPTO. Predict which catalyst facilitates the given reaction. (1) Reactant: [NH2:1][C:2]1[CH:21]=[CH:20][CH:19]=[CH:18][C:3]=1[O:4][CH2:5][C@H:6]([NH:10][C:11]([O:13][C:14]([CH3:17])([CH3:16])[CH3:15])=[O:12])[C:7](O)=[O:8].CCN(C(C)C)C(C)C.CN(C(ON1N=NC2C=CC=NC1=2)=[N+](C)C)C.F[P-](F)(F)(F)(F)F. Product: [C:14]([O:13][C:11](=[O:12])[NH:10][C@H:6]1[CH2:5][O:4][C:3]2[CH:18]=[CH:19][CH:20]=[CH:21][C:2]=2[NH:1][C:7]1=[O:8])([CH3:17])([CH3:16])[CH3:15]. The catalyst class is: 16. (2) Reactant: [NH2:1][C:2]1[N:7]=[C:6]([C:8]2[O:9][CH:10]=[CH:11][CH:12]=2)[C:5]([C:13]#[N:14])=[C:4](S(C)=O)[N:3]=1.[NH2:18][CH2:19][C:20]1[CH:25]=[CH:24][CH:23]=[CH:22][N:21]=1. Product: [NH2:1][C:2]1[N:7]=[C:6]([C:8]2[O:9][CH:10]=[CH:11][CH:12]=2)[C:5]([C:13]#[N:14])=[C:4]([NH:18][CH2:19][C:20]2[CH:25]=[CH:24][CH:23]=[CH:22][N:21]=2)[N:3]=1. The catalyst class is: 57.